From a dataset of NCI-60 drug combinations with 297,098 pairs across 59 cell lines. Regression. Given two drug SMILES strings and cell line genomic features, predict the synergy score measuring deviation from expected non-interaction effect. (1) Drug 1: C1CCN(CC1)CCOC2=CC=C(C=C2)C(=O)C3=C(SC4=C3C=CC(=C4)O)C5=CC=C(C=C5)O. Drug 2: C(CN)CNCCSP(=O)(O)O. Cell line: HCT-15. Synergy scores: CSS=0.680, Synergy_ZIP=2.62, Synergy_Bliss=4.45, Synergy_Loewe=-2.89, Synergy_HSA=-0.353. (2) Drug 1: CC1=C(C=C(C=C1)NC2=NC=CC(=N2)N(C)C3=CC4=NN(C(=C4C=C3)C)C)S(=O)(=O)N.Cl. Drug 2: CC(CN1CC(=O)NC(=O)C1)N2CC(=O)NC(=O)C2. Cell line: SF-295. Synergy scores: CSS=35.1, Synergy_ZIP=-7.87, Synergy_Bliss=3.16, Synergy_Loewe=4.54, Synergy_HSA=5.14. (3) Drug 1: C1CC(=O)NC(=O)C1N2CC3=C(C2=O)C=CC=C3N. Drug 2: CC1=CC=C(C=C1)C2=CC(=NN2C3=CC=C(C=C3)S(=O)(=O)N)C(F)(F)F. Cell line: MALME-3M. Synergy scores: CSS=-4.12, Synergy_ZIP=1.38, Synergy_Bliss=-0.487, Synergy_Loewe=-2.40, Synergy_HSA=-3.48. (4) Drug 1: CC12CCC3C(C1CCC2NC(=O)OCC(F)(F)F)CCC4C3(C=CC(=O)N4C)C. Drug 2: CC1CCC2CC(C(=CC=CC=CC(CC(C(=O)C(C(C(=CC(C(=O)CC(OC(=O)C3CCCCN3C(=O)C(=O)C1(O2)O)C(C)CC4CCC(C(C4)OC)OP(=O)(C)C)C)C)O)OC)C)C)C)OC. Cell line: SW-620. Synergy scores: CSS=12.1, Synergy_ZIP=-3.72, Synergy_Bliss=-1.36, Synergy_Loewe=-13.2, Synergy_HSA=-1.07. (5) Drug 1: C(CN)CNCCSP(=O)(O)O. Drug 2: CC1CCCC2(C(O2)CC(NC(=O)CC(C(C(=O)C(C1O)C)(C)C)O)C(=CC3=CSC(=N3)C)C)C. Cell line: EKVX. Synergy scores: CSS=25.5, Synergy_ZIP=-2.22, Synergy_Bliss=2.94, Synergy_Loewe=-14.0, Synergy_HSA=4.49.